This data is from NCI-60 drug combinations with 297,098 pairs across 59 cell lines. The task is: Regression. Given two drug SMILES strings and cell line genomic features, predict the synergy score measuring deviation from expected non-interaction effect. (1) Drug 1: CC1=CC=C(C=C1)C2=CC(=NN2C3=CC=C(C=C3)S(=O)(=O)N)C(F)(F)F. Drug 2: CC12CCC3C(C1CCC2O)C(CC4=C3C=CC(=C4)O)CCCCCCCCCS(=O)CCCC(C(F)(F)F)(F)F. Cell line: MDA-MB-231. Synergy scores: CSS=-4.31, Synergy_ZIP=3.73, Synergy_Bliss=5.87, Synergy_Loewe=-4.26, Synergy_HSA=-3.76. (2) Drug 1: CC(C)(C#N)C1=CC(=CC(=C1)CN2C=NC=N2)C(C)(C)C#N. Drug 2: C1CN(CCN1C(=O)CCBr)C(=O)CCBr. Cell line: MOLT-4. Synergy scores: CSS=62.6, Synergy_ZIP=6.67, Synergy_Bliss=6.25, Synergy_Loewe=4.77, Synergy_HSA=5.10. (3) Drug 1: CC(C)(C#N)C1=CC(=CC(=C1)CN2C=NC=N2)C(C)(C)C#N. Drug 2: CN(CC1=CN=C2C(=N1)C(=NC(=N2)N)N)C3=CC=C(C=C3)C(=O)NC(CCC(=O)O)C(=O)O. Cell line: MDA-MB-435. Synergy scores: CSS=48.9, Synergy_ZIP=6.24, Synergy_Bliss=4.95, Synergy_Loewe=-22.4, Synergy_HSA=1.58.